From a dataset of Forward reaction prediction with 1.9M reactions from USPTO patents (1976-2016). Predict the product of the given reaction. (1) The product is: [OH:8][C:9]1[CH:14]=[CH:13][C:12]([N:15]2[C:19]3[CH:20]=[CH:21][CH:22]=[CH:23][C:18]=3[N:17]=[C:16]2[C:24]2[CH:25]=[CH:26][C:27]([C:28]([NH:30][CH:31]([CH3:32])[CH3:33])=[O:29])=[CH:34][CH:35]=2)=[CH:11][CH:10]=1. Given the reactants C([O:8][C:9]1[CH:14]=[CH:13][C:12]([N:15]2[C:19]3[CH:20]=[CH:21][CH:22]=[CH:23][C:18]=3[N:17]=[C:16]2[C:24]2[CH:35]=[CH:34][C:27]([C:28]([NH:30][CH:31]([CH3:33])[CH3:32])=[O:29])=[CH:26][CH:25]=2)=[CH:11][CH:10]=1)C1C=CC=CC=1.C([O-])=O.[NH4+], predict the reaction product. (2) The product is: [C:17]1([C@:9]23[NH:8][C@H:13]([CH2:14][CH2:15]2)[CH2:12][CH2:11][C@H:10]3[OH:16])[CH:18]=[CH:19][CH:20]=[CH:21][CH:22]=1. Given the reactants C([N:8]1[C@@H:13]2[CH2:14][CH2:15][C@@:9]1([C:17]1[CH:22]=[CH:21][CH:20]=[CH:19][CH:18]=1)[C@H:10]([OH:16])[CH2:11][CH2:12]2)C1C=CC=CC=1.C1CC=CCC=1, predict the reaction product. (3) Given the reactants [Br-:1].[Na+].CN(C=O)C.S([C:12]1[CH:18]=[CH:17][C:15]([CH3:16])=[CH:14][CH:13]=1)([O-])(=O)=O, predict the reaction product. The product is: [Br:1][CH2:13][CH2:14][CH:15]([CH3:16])[CH2:17][CH2:18][CH2:12][CH2:17][CH2:18][CH2:12][CH2:13][CH2:14][CH3:15]. (4) The product is: [NH2:3][CH2:12][CH:13]([NH:21][C:22]1[S:23][C:26]([C:28]2[CH:29]=[C:30]3[CH:37]=[CH:36][N:35]=[CH:34][C:31]3=[N:32][CH:33]=2)=[N:25][N:24]=1)[CH2:14][C:15]1[CH:20]=[CH:19][CH:18]=[CH:17][CH:16]=1. Given the reactants O=C1C2C=CC=CC=2C(=O)[N:3]1[CH2:12][CH:13]([NH:21][C:22]([NH:24][NH:25][C:26]([C:28]1[CH:29]=[C:30]2[CH:37]=[CH:36][N:35]=[CH:34][C:31]2=[N:32][CH:33]=1)=O)=[S:23])[CH2:14][C:15]1[CH:20]=[CH:19][CH:18]=[CH:17][CH:16]=1.N1C=C(C(NN)=O)C=C2C=CN=CC=12.NC(CC1C=CC=CC=1)CN1C(=O)C2C=CC=CC=2C1=O, predict the reaction product. (5) The product is: [CH3:1][O:2][C:3]([N:5]1[C:13]2[C:8](=[C:9]([NH2:15])[C:10]([Cl:14])=[CH:11][CH:12]=2)[CH:7]=[C:6]1[CH3:18])=[O:4]. Given the reactants [CH3:1][O:2][C:3]([N:5]1[C:13]2[C:8](=[C:9]([N+:15]([O-])=O)[C:10]([Cl:14])=[CH:11][CH:12]=2)[CH:7]=[C:6]1[CH3:18])=[O:4].C(O)(=O)C.OS(O)(=O)=O, predict the reaction product. (6) Given the reactants [NH2:1][C:2]([N:4]([C:12]1[CH:17]=[CH:16][CH:15]=[C:14]([I:18])[CH:13]=1)[C@H:5]([C:7](OCC)=O)C)=[O:3].C[Si](C)(C)[O-].[K+].Cl.[O:26]1CCC[CH2:27]1, predict the reaction product. The product is: [I:18][C:14]1[CH:13]=[C:12]([N:4]2[CH2:5][CH2:7][C:27](=[O:26])[NH:1][C:2]2=[O:3])[CH:17]=[CH:16][CH:15]=1. (7) Given the reactants Br[Mg][C:3]1[CH:8]=[CH:7][C:6]([C:9]([F:12])([F:11])[F:10])=[CH:5][CH:4]=1.[F:13][C:14]1[CH:19]=[CH:18][C:17]([C:20]2[C:29]([CH:30]=[O:31])=[C:28]([CH:32]([CH3:34])[CH3:33])[CH:27]=[C:26]3[C:21]=2[C:22](=[O:37])[CH2:23][C:24]([CH3:36])([CH3:35])[O:25]3)=[CH:16][CH:15]=1.C(=O)(O)[O-].[Na+], predict the reaction product. The product is: [F:13][C:14]1[CH:19]=[CH:18][C:17]([C:20]2[C:29]([CH:30]([OH:31])[C:3]3[CH:8]=[CH:7][C:6]([C:9]([F:12])([F:11])[F:10])=[CH:5][CH:4]=3)=[C:28]([CH:32]([CH3:33])[CH3:34])[CH:27]=[C:26]3[C:21]=2[C:22](=[O:37])[CH2:23][C:24]([CH3:35])([CH3:36])[O:25]3)=[CH:16][CH:15]=1. (8) The product is: [Cl:14][C:15]1[N:23]=[C:22]2[C:18]([N:19]([CH2:36][C@H:37]3[CH2:42][CH2:41][C@H:40]([CH3:43])[CH2:39][CH2:38]3)[C:20]([N:24]3[CH2:29][CH2:28][O:27][CH2:26][C@H:25]3[C:30]3[CH:35]=[CH:34][CH:33]=[CH:32][CH:31]=3)=[N:21]2)=[C:17]([N:5]2[CH2:6][CH2:7][O:8][CH:3]([CH3:2])[CH2:4]2)[N:16]=1. Given the reactants Cl.[CH3:2][CH:3]1[O:8][CH2:7][CH2:6][NH:5][CH2:4]1.C([O-])(O)=O.[Na+].[Cl:14][C:15]1[N:23]=[C:22]2[C:18]([N:19]([CH2:36][C@H:37]3[CH2:42][CH2:41][C@H:40]([CH3:43])[CH2:39][CH2:38]3)[C:20]([N:24]3[CH2:29][CH2:28][O:27][CH2:26][C@H:25]3[C:30]3[CH:35]=[CH:34][CH:33]=[CH:32][CH:31]=3)=[N:21]2)=[C:17](Cl)[N:16]=1, predict the reaction product. (9) Given the reactants [OH:1][C:2]1[CH:3]=[C:4]([C:8]2[N:33]=[C:11]3[CH:12]=[C:13]([NH:16][C:17]([C:19]4[N:20]([CH3:32])[N:21]=[CH:22][C:23]=4[C:24]([N:26]4[CH2:31][CH2:30][O:29][CH2:28][CH2:27]4)=[O:25])=[O:18])[CH:14]=[CH:15][N:10]3[N:9]=2)[CH:5]=[CH:6][CH:7]=1.Br[CH2:35][CH2:36][F:37].C([O-])([O-])=O.[K+].[K+], predict the reaction product. The product is: [F:37][CH2:36][CH2:35][O:1][C:2]1[CH:3]=[C:4]([C:8]2[N:33]=[C:11]3[CH:12]=[C:13]([NH:16][C:17]([C:19]4[N:20]([CH3:32])[N:21]=[CH:22][C:23]=4[C:24]([N:26]4[CH2:27][CH2:28][O:29][CH2:30][CH2:31]4)=[O:25])=[O:18])[CH:14]=[CH:15][N:10]3[N:9]=2)[CH:5]=[CH:6][CH:7]=1.